Dataset: Full USPTO retrosynthesis dataset with 1.9M reactions from patents (1976-2016). Task: Predict the reactants needed to synthesize the given product. (1) Given the product [Cl:7][C:8]1[N:13]=[C:12]([O:14][C@H:15]([CH3:19])[CH2:16][O:17][CH3:18])[C:11]([Cl:20])=[CH:10][N:9]=1, predict the reactants needed to synthesize it. The reactants are: COC[C@H](O)C.[Cl:7][C:8]1[N:13]=[C:12]([O:14][C@@H:15]([CH3:19])[CH2:16][O:17][CH3:18])[C:11]([Cl:20])=[CH:10][N:9]=1. (2) Given the product [CH3:12][C:8]1([CH3:13])[CH2:7][CH2:6][C:5]([CH3:15])([CH3:14])[C:4]2[CH:3]=[C:2]([CH:23]=[O:24])[CH:11]=[CH:10][C:9]1=2, predict the reactants needed to synthesize it. The reactants are: Br[C:2]1[CH:3]=[C:4]2[C:9](=[CH:10][CH:11]=1)[C:8]([CH3:13])([CH3:12])[CH2:7][CH2:6][C:5]2([CH3:15])[CH3:14].C([Li])CCC.C1C[O:24][CH2:23]C1. (3) Given the product [C:16]([Si:20]([CH3:22])([CH3:21])[O:1][CH:2]1[CH2:7][CH2:6][NH:5][CH2:4][CH2:3]1)([CH3:19])([CH3:18])[CH3:17], predict the reactants needed to synthesize it. The reactants are: [OH:1][CH:2]1[CH2:7][CH2:6][NH:5][CH2:4][CH2:3]1.CCN(CC)CC.[Cl-].[C:16]([SiH:20]([CH3:22])[CH3:21])([CH3:19])([CH3:18])[CH3:17].